This data is from Full USPTO retrosynthesis dataset with 1.9M reactions from patents (1976-2016). The task is: Predict the reactants needed to synthesize the given product. (1) Given the product [C:27]([O:1][CH:2]1[CH:3]([CH3:25])[CH2:4][C:5]([C:16]2[CH:21]=[CH:20][N:19]=[CH:18][C:17]=2[N+:22]([O-:24])=[O:23])=[CH:6][CH:7]1[NH:8][C:9]([O:10][C:11]([CH3:12])([CH3:13])[CH3:14])=[O:15])(=[O:28])[CH3:26], predict the reactants needed to synthesize it. The reactants are: [OH:1][CH:2]1[CH:7]([NH:8][C:9](=[O:15])[O:10][C:11]([CH3:14])([CH3:13])[CH3:12])[CH:6]=[C:5]([C:16]2[CH:21]=[CH:20][N:19]=[CH:18][C:17]=2[N+:22]([O-:24])=[O:23])[CH2:4][CH:3]1[CH3:25].[CH3:26][C:27](OC(C)=O)=[O:28]. (2) Given the product [N:13]([C@H:12]([C:14]1[N:15]=[C:16]([C:19]2[CH:20]=[CH:21][CH:22]=[CH:23][CH:24]=2)[S:17][CH:18]=1)[CH2:11][C:8]1[CH:7]=[CH:6][C:5]([N+:2]([O-:4])=[O:3])=[CH:10][CH:9]=1)=[C:30]=[S:31], predict the reactants needed to synthesize it. The reactants are: Br.[N+:2]([C:5]1[CH:10]=[CH:9][C:8]([CH2:11][C@@H:12]([C:14]2[N:15]=[C:16]([C:19]3[CH:24]=[CH:23][CH:22]=[CH:21][CH:20]=3)[S:17][CH:18]=2)[NH2:13])=[CH:7][CH:6]=1)([O-:4])=[O:3].C([O-])([O-])=O.[Ca+2].[C:30](Cl)(Cl)=[S:31].